Task: Predict the product of the given reaction.. Dataset: Forward reaction prediction with 1.9M reactions from USPTO patents (1976-2016) (1) Given the reactants Br[C:2]1[CH:10]=[CH:9][C:8]([C:11]([NH2:13])=[O:12])=[C:7]2[C:3]=1[CH:4]=[CH:5][N:6]2[CH2:14][O:15][CH2:16][CH2:17][Si:18]([CH3:21])([CH3:20])[CH3:19].[CH3:22][C:23]1[C:28](B2OC(C)(C)C(C)(C)O2)=[CH:27][CH:26]=[CH:25][C:24]=1[N:38]1[C:47](=[O:48])[C:46]2[C:41](=[CH:42][CH:43]=[CH:44][CH:45]=2)[N:40]=[CH:39]1.C([O-])([O-])=O.[Na+].[Na+].C1(C)C(CCO)=CC=CC=1, predict the reaction product. The product is: [CH3:22][C:23]1[C:24]([N:38]2[C:47](=[O:48])[C:46]3[C:41](=[CH:42][CH:43]=[CH:44][CH:45]=3)[N:40]=[CH:39]2)=[CH:25][CH:26]=[CH:27][C:28]=1[C:2]1[CH:10]=[CH:9][C:8]([C:11]([NH2:13])=[O:12])=[C:7]2[C:3]=1[CH:4]=[CH:5][N:6]2[CH2:14][O:15][CH2:16][CH2:17][Si:18]([CH3:21])([CH3:20])[CH3:19]. (2) Given the reactants [C:1]([C:4]1[C:5]2[O:14][C:13]([C:15]3[CH:20]=[CH:19][C:18]([C:21]4([NH:25]C(=O)OC(C)(C)C)[CH2:24][CH2:23][CH2:22]4)=[CH:17][CH:16]=3)=[C:12]([C:33]3[CH:38]=[CH:37][CH:36]=[CH:35][CH:34]=3)[C:6]=2[C:7](=[O:11])[N:8]([CH3:10])[CH:9]=1)(=[O:3])[NH2:2].C(OC(NC1(C2C=CC(C3OC4C(C(OC)=O)=CN(C)C(=O)C=4C=3C3C=CC=CC=3)=CC=2)CCC1)=O)(C)(C)C.C(O)(C(F)(F)F)=O, predict the reaction product. The product is: [NH2:25][C:21]1([C:18]2[CH:19]=[CH:20][C:15]([C:13]3[O:14][C:5]4[C:4]([C:1]([NH2:2])=[O:3])=[CH:9][N:8]([CH3:10])[C:7](=[O:11])[C:6]=4[C:12]=3[C:33]3[CH:34]=[CH:35][CH:36]=[CH:37][CH:38]=3)=[CH:16][CH:17]=2)[CH2:22][CH2:23][CH2:24]1.